Dataset: Catalyst prediction with 721,799 reactions and 888 catalyst types from USPTO. Task: Predict which catalyst facilitates the given reaction. (1) Product: [Cl:1][C:2]1[CH:3]=[C:4]([CH:8]=[CH:9][C:10]=1[N:11]1[C:19]2[CH2:18][CH2:17][CH2:16][CH2:15][C:14]=2[CH:13]=[CH:12]1)[C:5]([NH:61][C@H:59]([C:57]1[NH:56][C:55]2[CH:62]=[CH:63][C:52]([Cl:51])=[CH:53][C:54]=2[N:58]=1)[CH3:60])=[O:7]. The catalyst class is: 7. Reactant: [Cl:1][C:2]1[CH:3]=[C:4]([CH:8]=[CH:9][C:10]=1[N:11]1[C:19]2[CH2:18][CH2:17][CH2:16][CH2:15][C:14]=2[CH:13]=[CH:12]1)[C:5]([OH:7])=O.CN(C(ON1N=NC2C=CC=CC1=2)=[N+](C)C)C.[B-](F)(F)(F)F.C(N(C(C)C)CC)(C)C.[Cl:51][C:52]1[CH:63]=[CH:62][C:55]2[NH:56][C:57]([C@@H:59]([NH2:61])[CH3:60])=[N:58][C:54]=2[CH:53]=1.ClCCl.C(O)C.N.ClCl. (2) Reactant: [CH2:1]([O:8][C:9]1[CH:24]=[CH:23][C:12]([C:13](OCC2C=CC=CC=2)=[O:14])=[C:11]([F:25])[CH:10]=1)[C:2]1[CH:7]=[CH:6][CH:5]=[CH:4][CH:3]=1.[H-].[Al+3].[Li+].[H-].[H-].[H-].C(OCC)(=O)C. Product: [CH2:1]([O:8][C:9]1[CH:24]=[CH:23][C:12]([CH2:13][OH:14])=[C:11]([F:25])[CH:10]=1)[C:2]1[CH:3]=[CH:4][CH:5]=[CH:6][CH:7]=1. The catalyst class is: 305. (3) Reactant: [CH3:1][S:2][C:3]1[N:4]=[CH:5][C:6]2[CH:12]=[CH:11][C:10](=[O:13])[N:9]([C:14]3[CH:15]=[C:16]([NH:20][C:21](=[O:27])[O:22][C:23]([CH3:26])([CH3:25])[CH3:24])[CH:17]=[CH:18][CH:19]=3)[C:7]=2[N:8]=1.C(OO)(=[O:30])C.S([O-])([O-])(=O)=S.[Na+].[Na+].C([O-])(O)=O.[Na+]. Product: [CH3:1][S:2]([C:3]1[N:4]=[CH:5][C:6]2[CH:12]=[CH:11][C:10](=[O:13])[N:9]([C:14]3[CH:15]=[C:16]([NH:20][C:21](=[O:27])[O:22][C:23]([CH3:24])([CH3:26])[CH3:25])[CH:17]=[CH:18][CH:19]=3)[C:7]=2[N:8]=1)=[O:30]. The catalyst class is: 2. (4) Reactant: F[C:2]1[N:7]=[C:6]([O:8][CH3:9])[C:5]([S:10][C:11]2[N:16]=[C:15]([NH:17][C:18](=[O:20])[CH3:19])[CH:14]=[C:13]([NH:21][C:22](=[O:24])[CH3:23])[N:12]=2)=[C:4]([O:25][CH3:26])[N:3]=1.[NH:27]1[CH2:32][CH2:31][NH:30][CH2:29][CH2:28]1. Product: [CH3:26][O:25][C:4]1[C:5]([S:10][C:11]2[N:16]=[C:15]([NH:17][C:18](=[O:20])[CH3:19])[CH:14]=[C:13]([NH:21][C:22](=[O:24])[CH3:23])[N:12]=2)=[C:6]([O:8][CH3:9])[N:7]=[C:2]([N:27]2[CH2:32][CH2:31][NH:30][CH2:29][CH2:28]2)[N:3]=1. The catalyst class is: 3. (5) Reactant: [CH3:1][N:2]([CH3:21])[C:3]([C@@H:5]1[CH2:10][CH2:9][CH2:8][CH2:7][N:6]1C(OCC1C=CC=CC=1)=O)=[O:4].[ClH:22]. Product: [ClH:22].[CH3:1][N:2]([CH3:21])[C:3]([C@@H:5]1[CH2:10][CH2:9][CH2:8][CH2:7][NH:6]1)=[O:4]. The catalyst class is: 5. (6) Reactant: [Br:1]N1C(=O)CCC1=O.[CH3:9][O:10][C:11]1[S:15][C:14]([C:16]2[CH:21]=[CH:20][CH:19]=[CH:18][CH:17]=2)=[N:13][CH:12]=1. Product: [Br:1][C:12]1[N:13]=[C:14]([C:16]2[CH:17]=[CH:18][CH:19]=[CH:20][CH:21]=2)[S:15][C:11]=1[O:10][CH3:9]. The catalyst class is: 22. (7) Reactant: C[O:2][C:3]1[CH:4]=[C:5]([C:9]([C:11]2[CH:16]=[CH:15][CH:14]=[CH:13][CH:12]=2)=[O:10])[CH:6]=[CH:7][CH:8]=1.Br.CCOC(C)=O. Product: [OH:2][C:3]1[CH:4]=[C:5]([C:9]([C:11]2[CH:16]=[CH:15][CH:14]=[CH:13][CH:12]=2)=[O:10])[CH:6]=[CH:7][CH:8]=1. The catalyst class is: 52. (8) Reactant: [N:1]1[C:10]2[C:5](=[CH:6][C:7]([C:11]([OH:13])=O)=[CH:8][CH:9]=2)[CH:4]=[N:3][CH:2]=1.[O:14]([C:21]1[CH:22]=[C:23]([CH:26]=[CH:27][CH:28]=1)[CH2:24][NH2:25])[C:15]1[CH:20]=[CH:19][CH:18]=[CH:17][CH:16]=1.F[P-](F)(F)(F)(F)F.N1(O[P+](N(C)C)(N(C)C)N(C)C)C2C=CC=CC=2N=N1.C(N(CC)CC)C. Product: [O:14]([C:21]1[CH:22]=[C:23]([CH:26]=[CH:27][CH:28]=1)[CH2:24][NH:25][C:11]([C:7]1[CH:6]=[C:5]2[C:10](=[CH:9][CH:8]=1)[N:1]=[CH:2][N:3]=[CH:4]2)=[O:13])[C:15]1[CH:16]=[CH:17][CH:18]=[CH:19][CH:20]=1. The catalyst class is: 35.